Dataset: Catalyst prediction with 721,799 reactions and 888 catalyst types from USPTO. Task: Predict which catalyst facilitates the given reaction. (1) Reactant: [CH2:1]([C:3]1[CH:8]=[CH:7][CH:6]=[C:5]([CH2:9][CH3:10])[C:4]=1[NH:11][C:12]([C:14]1[C:18]2[CH2:19][CH2:20][CH2:21][C:22]3[C:23](=[N:24][C:25]([NH:28][C:29]4[CH:41]=[CH:40][C:32]([C:33]([O:35]C(C)(C)C)=[O:34])=[CH:31][C:30]=4[O:42][CH3:43])=[N:26][CH:27]=3)[C:17]=2[N:16]([CH3:44])[N:15]=1)=[O:13])[CH3:2].[C:45]([OH:51])([C:47]([F:50])([F:49])[F:48])=[O:46]. Product: [F:48][C:47]([F:50])([F:49])[C:45]([OH:51])=[O:46].[CH2:9]([C:5]1[CH:6]=[CH:7][CH:8]=[C:3]([CH2:1][CH3:2])[C:4]=1[NH:11][C:12]([C:14]1[C:18]2[CH2:19][CH2:20][CH2:21][C:22]3[C:23](=[N:24][C:25]([NH:28][C:29]4[CH:41]=[CH:40][C:32]([C:33]([OH:35])=[O:34])=[CH:31][C:30]=4[O:42][CH3:43])=[N:26][CH:27]=3)[C:17]=2[N:16]([CH3:44])[N:15]=1)=[O:13])[CH3:10]. The catalyst class is: 2. (2) Reactant: [CH3:1][O:2][C:3]1[CH:4]=[C:5]2[C:10](=[CH:11][C:12]=1[O:13][CH3:14])[N:9]=[CH:8][NH:7][C:6]2=O.S(Cl)([Cl:18])=O. Product: [Cl:18][C:6]1[C:5]2[C:10](=[CH:11][C:12]([O:13][CH3:14])=[C:3]([O:2][CH3:1])[CH:4]=2)[N:9]=[CH:8][N:7]=1. The catalyst class is: 3. (3) Reactant: ClC1C=CC(C2C3C=CC=CC=3C3=C(C)ON=C3C[N:9]=2)=CC=1.O[CH2:24][C:25]1[O:29][N:28]=[C:27]([CH3:30])[C:26]=1[C:31]1[N:40]=[C:39]([O:41][CH3:42])[CH:38]=[CH:37][C:32]=1[C:33](OC)=[O:34].ClC1C=CC(C(C2C=CC=CC=2C2C(CO)=NOC=2C)=O)=CC=1.[N-]=[N+]=[N-]. Product: [CH3:42][O:41][C:39]1[CH:38]=[CH:37][C:32]2[C:33](=[O:34])[NH:9][CH2:24][C:25]3[O:29][N:28]=[C:27]([CH3:30])[C:26]=3[C:31]=2[N:40]=1. The catalyst class is: 5. (4) Reactant: [CH3:1][O:2][CH2:3]Cl.[Br:5][C:6]1[CH:7]=[C:8]([CH:11]=[CH:12][CH:13]=1)[CH2:9][OH:10].C(N(C(C)C)CC)(C)C.O. Product: [Br:5][C:6]1[CH:13]=[CH:12][CH:11]=[C:8]([CH2:9][O:10][CH2:1][O:2][CH3:3])[CH:7]=1. The catalyst class is: 1. (5) Reactant: [CH3:1][C:2]1[CH:7]=[C:6]([C:8]2[CH:9]=[CH:10][C:11]3[N:17]4[CH2:18][C@H:14]([CH2:15][CH2:16]4)[NH:13][C:12]=3[N:19]=2)[CH:5]=[CH:4][N:3]=1.C(N(CC)CC)C.ClC(Cl)(O[C:31](=[O:37])OC(Cl)(Cl)Cl)Cl.[CH:39]1([NH2:43])[CH2:42][CH2:41][CH2:40]1. Product: [CH:39]1([NH:43][C:31]([N:13]2[C@@H:14]3[CH2:18][N:17]([CH2:16][CH2:15]3)[C:11]3[CH:10]=[CH:9][C:8]([C:6]4[CH:5]=[CH:4][N:3]=[C:2]([CH3:1])[CH:7]=4)=[N:19][C:12]2=3)=[O:37])[CH2:42][CH2:41][CH2:40]1. The catalyst class is: 7. (6) Reactant: [O:1]=[C:2]1[C:10]2[C:5](=[CH:6][C:7]([CH:11]=[N:12][OH:13])=[CH:8][CH:9]=2)[CH2:4][O:3]1.ClN1[C:19](=[O:20])[CH2:18][CH2:17]C1=O.C(O)C#C.C(N(CC)CC)C. Product: [OH:20][CH2:19][C:18]1[O:13][N:12]=[C:11]([C:7]2[CH:6]=[C:5]3[C:10](=[CH:9][CH:8]=2)[C:2](=[O:1])[O:3][CH2:4]3)[CH:17]=1. The catalyst class is: 859. (7) Reactant: Br[CH2:2][C:3]1[CH:4]=[C:5]([C:11]2[S:12][CH:13]=[CH:14][CH:15]=2)[CH:6]=[CH:7][C:8]=1[O:9][CH3:10].[C:16]([Si:20]([CH3:36])([CH3:35])[O:21][CH:22]([C:25]1[C:30]([O:31][CH3:32])=[CH:29][CH:28]=[CH:27][C:26]=1[O:33][CH3:34])[C:23]#[N:24])([CH3:19])([CH3:18])[CH3:17].NCCN(CCN)CCN.[Br-]. Product: [C:16]([Si:20]([CH3:36])([CH3:35])[O:21][C:22]([C:25]1[C:30]([O:31][CH3:32])=[CH:29][CH:28]=[CH:27][C:26]=1[O:33][CH3:34])([CH2:2][C:3]1[CH:4]=[C:5]([C:11]2[S:12][CH:13]=[CH:14][CH:15]=2)[CH:6]=[CH:7][C:8]=1[O:9][CH3:10])[C:23]#[N:24])([CH3:19])([CH3:18])[CH3:17]. The catalyst class is: 25. (8) Reactant: O=[C:2]([CH3:9])[CH2:3][C:4]([O:6][CH2:7][CH3:8])=[O:5].[NH2:10][C:11]1[CH:18]=[CH:17][CH:16]=[C:15]([O:19][CH:20]2[CH2:25][CH2:24][CH2:23][CH2:22][CH2:21]2)[C:12]=1[C:13]#[N:14].Cl[Sn](Cl)(Cl)Cl. Product: [NH2:14][C:13]1[C:12]2[C:11](=[CH:18][CH:17]=[CH:16][C:15]=2[O:19][CH:20]2[CH2:21][CH2:22][CH2:23][CH2:24][CH2:25]2)[N:10]=[C:2]([CH3:9])[C:3]=1[C:4]([O:6][CH2:7][CH3:8])=[O:5]. The catalyst class is: 11. (9) Reactant: [S:1]1[CH:5]=[CH:4][N:3]2[C:6]([CH2:9][C:10]3[CH:21]=[CH:20][C:13]4[N:14]=[C:15](S(C)=O)[S:16][C:12]=4[CH:11]=3)=[CH:7][N:8]=[C:2]12.[NH2:22][C@@H:23]1[CH2:28][CH2:27][CH2:26][CH2:25][C@H:24]1[OH:29].CCN(C(C)C)C(C)C.O. Product: [S:1]1[CH:5]=[CH:4][N:3]2[C:6]([CH2:9][C:10]3[CH:21]=[CH:20][C:13]4[N:14]=[C:15]([NH:22][C@@H:23]5[CH2:28][CH2:27][CH2:26][CH2:25][C@H:24]5[OH:29])[S:16][C:12]=4[CH:11]=3)=[CH:7][N:8]=[C:2]12. The catalyst class is: 37.